Dataset: Blood-brain barrier permeability classification from the B3DB database. Task: Regression/Classification. Given a drug SMILES string, predict its absorption, distribution, metabolism, or excretion properties. Task type varies by dataset: regression for continuous measurements (e.g., permeability, clearance, half-life) or binary classification for categorical outcomes (e.g., BBB penetration, CYP inhibition). Dataset: b3db_classification. (1) The compound is CNCC(O)c1ccc(O)c(O)c1. The result is 0 (does not penetrate BBB). (2) The compound is COc1ccc([C@H]2[C@@H](S(=O)(=O)c3ccc(Cl)cc3)C2(CN)CN)cc1. The result is 1 (penetrates BBB). (3) The drug is NC(=O)CC[C@@H]1NC(=O)[C@H](Cc2ccccc2)NC(=O)[C@H](Cc2ccc(O)cc2)NC(=O)[C@@H](N)CSSC[C@@H](C(=O)N2CCC[C@H]2C(=O)N[C@@H](CCCN=C(N)N)C(=O)NCC(N)=O)NC(=O)[C@H](CC(N)=O)NC1=O. The result is 0 (does not penetrate BBB). (4) The drug is CN1C(=O)OC(C)(C)C1=O. The result is 1 (penetrates BBB). (5) The compound is O=C1c2cccc3c2C(CCC3)CN1C1CN2CCC1CC2. The result is 1 (penetrates BBB). (6) The drug is CCCO[C@H](C)c1ccc(C)c(N)c1. The result is 0 (does not penetrate BBB). (7) The molecule is CC1(C)SC2C(NC(=O)CCCC(N)C(=O)O)C(=O)N2C1C(=O)O. The result is 0 (does not penetrate BBB). (8) The drug is CC1CC2C3CC(F)C4=CC(=O)C=CC4(C)C3(Cl)C(F)CC2(C)C1C(=O)CO. The result is 1 (penetrates BBB).